Dataset: Catalyst prediction with 721,799 reactions and 888 catalyst types from USPTO. Task: Predict which catalyst facilitates the given reaction. (1) Reactant: [Cl:1][C:2]1[CH:7]=[CH:6][C:5]([CH:8]2[CH2:11][CH2:10][C:9]2=[N:12]O)=[CH:4][CH:3]=1.[BH4-].[Na+]. Product: [Cl:1][C:2]1[CH:3]=[CH:4][C:5]([CH:8]2[CH2:11][CH2:10][CH:9]2[NH2:12])=[CH:6][CH:7]=1. The catalyst class is: 5. (2) Product: [C:13]([C:12]1[O:17][C:7]([C:1]2[CH:2]=[CH:3][CH:4]=[CH:5][CH:6]=2)=[N:11][N:10]=1)([CH3:16])([CH3:15])[CH3:14]. The catalyst class is: 17. Reactant: [C:1]1([C:7]2[NH:11][N:10]=NN=2)[CH:6]=[CH:5][CH:4]=[CH:3][CH:2]=1.[C:12](Cl)(=[O:17])[C:13]([CH3:16])([CH3:15])[CH3:14]. (3) Product: [CH3:11][O:10][C:8]([C:7]1[C:3]([NH:2][C:13]([O:15][CH:16]([CH3:18])[CH3:17])=[O:14])=[CH:4][S:5][CH:6]=1)=[O:9]. Reactant: Cl.[NH2:2][C:3]1[C:7]([C:8]([O:10][CH3:11])=[O:9])=[CH:6][S:5][CH:4]=1.Cl[C:13]([O:15][CH:16]([CH3:18])[CH3:17])=[O:14].[OH-].[Na+].Cl. The catalyst class is: 4. (4) Reactant: [F:1][C:2]1[C:11]([F:12])=[C:10]2[C:5]([CH2:6][CH2:7][CH2:8][O:9]2)=[CH:4][C:3]=1[OH:13].C(N(C(C)C)C(C)C)C.[CH3:23][O:24][CH2:25]Cl.C(N(CC)CC)C. Product: [F:1][C:2]1[C:11]([F:12])=[C:10]2[C:5]([CH2:6][CH2:7][CH2:8][O:9]2)=[CH:4][C:3]=1[O:13][CH2:23][O:24][CH3:25]. The catalyst class is: 46. (5) Reactant: [CH:1]1([C:4]#[CH:5])[CH2:3][CH2:2]1.Cl[C:7]([O:9][CH3:10])=[O:8]. Product: [CH3:10][O:9][C:7](=[O:8])[C:5]#[C:4][CH:1]1[CH2:3][CH2:2]1. The catalyst class is: 27. (6) Reactant: C[O:2][C:3](=[O:24])[C:4]1[CH:9]=[CH:8][CH:7]=[C:6]([O:10][C@H:11]([C:13](=[O:23])[NH:14][C:15]2[CH:20]=[CH:19][C:18]([C:21]#[N:22])=[CH:17][CH:16]=2)[CH3:12])[CH:5]=1.CO.[OH-].[Na+].Cl. Product: [C:21]([C:18]1[CH:17]=[CH:16][C:15]([NH:14][C:13]([C@@H:11]([O:10][C:6]2[CH:5]=[C:4]([CH:9]=[CH:8][CH:7]=2)[C:3]([OH:24])=[O:2])[CH3:12])=[O:23])=[CH:20][CH:19]=1)#[N:22]. The catalyst class is: 6.